Dataset: NCI-60 drug combinations with 297,098 pairs across 59 cell lines. Task: Regression. Given two drug SMILES strings and cell line genomic features, predict the synergy score measuring deviation from expected non-interaction effect. (1) Drug 1: CC(C)NC(=O)C1=CC=C(C=C1)CNNC.Cl. Drug 2: C1CNP(=O)(OC1)N(CCCl)CCCl. Cell line: HOP-62. Synergy scores: CSS=-1.01, Synergy_ZIP=5.73, Synergy_Bliss=9.16, Synergy_Loewe=2.42, Synergy_HSA=0.743. (2) Drug 1: C1=C(C(=O)NC(=O)N1)F. Drug 2: C1=CC(=CC=C1CC(C(=O)O)N)N(CCCl)CCCl.Cl. Cell line: OVCAR-5. Synergy scores: CSS=44.0, Synergy_ZIP=8.68, Synergy_Bliss=8.45, Synergy_Loewe=3.01, Synergy_HSA=7.43. (3) Drug 1: CC12CCC(CC1=CCC3C2CCC4(C3CC=C4C5=CN=CC=C5)C)O. Drug 2: CCC1(C2=C(COC1=O)C(=O)N3CC4=CC5=C(C=CC(=C5CN(C)C)O)N=C4C3=C2)O.Cl. Cell line: SNB-75. Synergy scores: CSS=11.8, Synergy_ZIP=-3.60, Synergy_Bliss=1.48, Synergy_Loewe=-10.6, Synergy_HSA=0.219. (4) Drug 1: C1=NC(=NC(=O)N1C2C(C(C(O2)CO)O)O)N. Drug 2: COCCOC1=C(C=C2C(=C1)C(=NC=N2)NC3=CC=CC(=C3)C#C)OCCOC.Cl. Cell line: MDA-MB-231. Synergy scores: CSS=37.5, Synergy_ZIP=-2.30, Synergy_Bliss=-1.86, Synergy_Loewe=-12.4, Synergy_HSA=-0.641. (5) Drug 1: CN(CC1=CN=C2C(=N1)C(=NC(=N2)N)N)C3=CC=C(C=C3)C(=O)NC(CCC(=O)O)C(=O)O. Drug 2: C1=NC2=C(N1)C(=S)N=CN2. Cell line: LOX IMVI. Synergy scores: CSS=67.8, Synergy_ZIP=1.08, Synergy_Bliss=-0.260, Synergy_Loewe=-14.4, Synergy_HSA=-0.680. (6) Drug 1: CC(C)(C#N)C1=CC(=CC(=C1)CN2C=NC=N2)C(C)(C)C#N. Drug 2: C#CCC(CC1=CN=C2C(=N1)C(=NC(=N2)N)N)C3=CC=C(C=C3)C(=O)NC(CCC(=O)O)C(=O)O. Cell line: OVCAR-5. Synergy scores: CSS=5.61, Synergy_ZIP=-0.338, Synergy_Bliss=1.41, Synergy_Loewe=1.84, Synergy_HSA=-0.204. (7) Drug 1: C1CN1C2=NC(=NC(=N2)N3CC3)N4CC4. Drug 2: CS(=O)(=O)OCCCCOS(=O)(=O)C. Cell line: SF-268. Synergy scores: CSS=14.8, Synergy_ZIP=-6.97, Synergy_Bliss=-1.23, Synergy_Loewe=-16.7, Synergy_HSA=-1.50. (8) Drug 1: CC1=C(C=C(C=C1)NC2=NC=CC(=N2)N(C)C3=CC4=NN(C(=C4C=C3)C)C)S(=O)(=O)N.Cl. Drug 2: C(CC(=O)O)C(=O)CN.Cl. Cell line: HCC-2998. Synergy scores: CSS=-8.10, Synergy_ZIP=-0.663, Synergy_Bliss=-17.0, Synergy_Loewe=-27.6, Synergy_HSA=-27.2. (9) Cell line: HS 578T. Drug 2: CC1=C(C(=CC=C1)Cl)NC(=O)C2=CN=C(S2)NC3=CC(=NC(=N3)C)N4CCN(CC4)CCO. Drug 1: CN1CCC(CC1)COC2=C(C=C3C(=C2)N=CN=C3NC4=C(C=C(C=C4)Br)F)OC. Synergy scores: CSS=5.74, Synergy_ZIP=3.05, Synergy_Bliss=3.33, Synergy_Loewe=-26.2, Synergy_HSA=-2.77. (10) Drug 2: CN(CCCl)CCCl.Cl. Synergy scores: CSS=33.8, Synergy_ZIP=-9.87, Synergy_Bliss=-1.59, Synergy_Loewe=-2.24, Synergy_HSA=-0.485. Cell line: T-47D. Drug 1: CC1OCC2C(O1)C(C(C(O2)OC3C4COC(=O)C4C(C5=CC6=C(C=C35)OCO6)C7=CC(=C(C(=C7)OC)O)OC)O)O.